The task is: Predict the reaction yield, written as a fraction of the theoretical maximum amount of product (1.0 means a 100% yield; for example, 0.34 means a 34% yield).. This data is from Reaction yield outcomes from USPTO patents with 853,638 reactions. The reactants are [F:1][C:2]([F:7])([F:6])[C:3]([OH:5])=[O:4].[CH2:8]([S:10]([N:13]1[CH2:18][CH2:17][CH:16]([C:19]2[C:27]3[C:22](=[C:23]([C:40]([NH2:42])=[O:41])[CH:24]=[C:25]([C:28]4[CH:32]=[C:31]([CH2:33][N:34]([C@@H:36](C)[CH2:37][OH:38])[CH3:35])[S:30][CH:29]=4)[CH:26]=3)[NH:21][CH:20]=2)[CH2:15][CH2:14]1)(=[O:12])=[O:11])[CH3:9].N[C@H:44](C)CO. No catalyst specified. The product is [F:1][C:2]([F:7])([F:6])[C:3]([OH:5])=[O:4].[CH2:8]([S:10]([N:13]1[CH2:18][CH2:17][CH:16]([C:19]2[C:27]3[C:22](=[C:23]([C:40]([NH2:42])=[O:41])[CH:24]=[C:25]([C:28]4[CH:32]=[C:31]([CH2:33][N:34]([CH2:36][C@@H:37]([OH:38])[CH3:44])[CH3:35])[S:30][CH:29]=4)[CH:26]=3)[NH:21][CH:20]=2)[CH2:15][CH2:14]1)(=[O:11])=[O:12])[CH3:9]. The yield is 0.361.